Dataset: Catalyst prediction with 721,799 reactions and 888 catalyst types from USPTO. Task: Predict which catalyst facilitates the given reaction. (1) Reactant: [N:1]1[C:10]2[NH:9][CH2:8][CH2:7][CH2:6][C:5]=2[CH:4]=[CH:3][C:2]=1[CH2:11][CH2:12][CH2:13][O:14][C:15]1[CH:28]=[CH:27][C:18]([CH2:19][C@@H:20]([C:22]([O:24][CH2:25][CH3:26])=[O:23])[NH2:21])=[CH:17][CH:16]=1.F[C:30]1[S:31][C:32]2[CH:38]=[CH:37][CH:36]=[CH:35][C:33]=2[N:34]=1. Product: [S:31]1[C:32]2[CH:38]=[CH:37][CH:36]=[CH:35][C:33]=2[N:34]=[C:30]1[NH:21][C@H:20]([C:22]([O:24][CH2:25][CH3:26])=[O:23])[CH2:19][C:18]1[CH:17]=[CH:16][C:15]([O:14][CH2:13][CH2:12][CH2:11][C:2]2[CH:3]=[CH:4][C:5]3[CH2:6][CH2:7][CH2:8][NH:9][C:10]=3[N:1]=2)=[CH:28][CH:27]=1. The catalyst class is: 17. (2) Reactant: CC(OC(/N=N/C(OC(C)C)=O)=O)C.[Br:15][C:16]1[CH:17]=[C:18]([CH2:30][OH:31])[CH:19]=[C:20]([O:22][Si:23]([C:26]([CH3:29])([CH3:28])[CH3:27])([CH3:25])[CH3:24])[CH:21]=1.O[C:33]1[CH:38]=[CH:37][CH:36]=[CH:35][C:34]=1[CH2:39][C:40]([O:42][C:43]([CH3:46])([CH3:45])[CH3:44])=[O:41].C1C=CC(P(C2C=CC=CC=2)C2C=CC=CC=2)=CC=1.[NH4+].[Cl-]. Product: [Br:15][C:16]1[CH:17]=[C:18]([CH:19]=[C:20]([O:22][Si:23]([C:26]([CH3:27])([CH3:28])[CH3:29])([CH3:25])[CH3:24])[CH:21]=1)[CH2:30][O:31][C:33]1[CH:38]=[CH:37][CH:36]=[CH:35][C:34]=1[CH2:39][C:40]([O:42][C:43]([CH3:46])([CH3:45])[CH3:44])=[O:41]. The catalyst class is: 1.